From a dataset of Catalyst prediction with 721,799 reactions and 888 catalyst types from USPTO. Predict which catalyst facilitates the given reaction. (1) Reactant: [CH3:1][C@@H:2]1[O:7][C@@H:6]([O:8][C:9]2[C:18](=[O:19])[C:17]3[C:16]([OH:20])=[CH:15][C:14]([O:21][C@@H:22]4[O:27][C@H:26]([CH2:28][OH:29])[C@@H:25]([OH:30])[C@H:24]([OH:31])[C@H:23]4[OH:32])=[C:13]([CH2:33][CH:34]=[C:35]([CH3:37])[CH3:36])[C:12]=3[O:11][C:10]=2[C:38]2[CH:39]=[CH:40][C:41]([O:44][CH3:45])=[CH:42][CH:43]=2)[C@H:5]([OH:46])[C@H:4]([OH:47])[C@H:3]1[OH:48]. Product: [CH3:36][C:35]([CH3:37])=[CH:34][CH2:33][C:13]1[C:12]2[O:11][C:10]([C:38]3[CH:43]=[CH:42][C:41]([O:44][CH3:45])=[CH:40][CH:39]=3)=[C:9]([OH:8])[C:18](=[O:19])[C:17]=2[C:16]([OH:20])=[CH:15][C:14]=1[OH:21].[CH3:36][C:35]([CH3:37])=[CH:34][CH2:33][C:13]1[C:12]2[O:11][C:10]([C:38]3[CH:39]=[CH:40][C:41]([O:44][CH3:45])=[CH:42][CH:43]=3)=[C:9]([OH:8])[C:18](=[O:19])[C:17]=2[C:16]([OH:20])=[CH:15][C:14]=1[O:21][C@@H:22]1[O:27][C@H:26]([CH2:28][OH:29])[C@@H:25]([OH:30])[C@H:24]([OH:31])[C@H:23]1[OH:32].[CH3:1][C@H:2]1[O:7][C@@H:6]([O:8][C:9]2[C:18](=[O:19])[C:17]3[C:16]([OH:20])=[CH:15][C:14]([OH:21])=[C:13]([CH2:33][CH:34]=[C:35]([CH3:37])[CH3:36])[C:12]=3[O:11][C:10]=2[C:38]2[CH:39]=[CH:40][C:41]([O:44][CH3:45])=[CH:42][CH:43]=2)[C@@H:5]([OH:46])[C@@H:4]([OH:47])[C@@H:3]1[OH:48]. The catalyst class is: 86. (2) Reactant: [Cl:1][C:2]1[CH:7]=[CH:6][C:5]([C:8]([C:11]2[N:15]([C:16]3[CH:21]=[CH:20][C:19]([F:22])=[CH:18][CH:17]=3)[C:14]([S:23][CH2:24][C:25]3[C:34]([F:35])=[CH:33][C:28]([O:29][CH2:30][CH2:31][OH:32])=[CH:27][C:26]=3[F:36])=[N:13][CH:12]=2)([CH3:10])[CH3:9])=[CH:4][C:3]=1[O:37][CH3:38].CCN(C(C)C)C(C)C.[CH3:48][S:49](Cl)(=[O:51])=[O:50]. Product: [CH3:48][S:49]([O:32][CH2:31][CH2:30][O:29][C:28]1[CH:27]=[C:26]([F:36])[C:25]([CH2:24][S:23][C:14]2[N:15]([C:16]3[CH:21]=[CH:20][C:19]([F:22])=[CH:18][CH:17]=3)[C:11]([C:8]([C:5]3[CH:6]=[CH:7][C:2]([Cl:1])=[C:3]([O:37][CH3:38])[CH:4]=3)([CH3:10])[CH3:9])=[CH:12][N:13]=2)=[C:34]([F:35])[CH:33]=1)(=[O:51])=[O:50]. The catalyst class is: 2. (3) Reactant: [OH:1][B:2]1[C:6]2[C:7]([CH2:11][CH2:12][C:13]#[N:14])=[CH:8][CH:9]=[CH:10][C:5]=2[CH2:4][O:3]1.[N-:15]=[N+:16]=[N-:17].[Na+].[NH4+].[Cl-]. Product: [NH:15]1[C:13]([CH2:12][CH2:11][C:7]2[C:6]3[B:2]([OH:1])[O:3][CH2:4][C:5]=3[CH:10]=[CH:9][CH:8]=2)=[N:14][N:17]=[N:16]1. The catalyst class is: 3. (4) Reactant: [NH2:1][CH2:2][CH2:3][NH:4][C@H:5]1[CH2:10][CH2:9][C@H:8]([CH2:11][C:12]([NH:14][C@H:15]2[CH2:20][C:19]3[CH:21]=[CH:22][CH:23]=[C:24]([C:25]([OH:27])=[O:26])[C:18]=3[O:17][B:16]2[OH:28])=[O:13])[CH2:7][CH2:6]1.C(O)(=O)C.[Si:33]([O:40][CH2:41][CH:42]=O)([C:36]([CH3:39])([CH3:38])[CH3:37])([CH3:35])[CH3:34].C(O[BH-](OC(=O)C)OC(=O)C)(=O)C.[Na+]. Product: [Si:33]([O:40][CH2:41][CH2:42][NH:1][CH2:2][CH2:3][NH:4][C@H:5]1[CH2:10][CH2:9][C@H:8]([CH2:11][C:12]([NH:14][C@H:15]2[CH2:20][C:19]3[CH:21]=[CH:22][CH:23]=[C:24]([C:25]([OH:27])=[O:26])[C:18]=3[O:17][B:16]2[OH:28])=[O:13])[CH2:7][CH2:6]1)([C:36]([CH3:39])([CH3:38])[CH3:37])([CH3:35])[CH3:34]. The catalyst class is: 5. (5) Reactant: C(O[CH:4]([O:13]CC)[C:5]1[CH:6]=[C:7]([CH:10]=[CH:11][CH:12]=1)[CH:8]=O)C.C1OCCOCCOCCOCCOCCOC1.[I-].[F:35][C:36]([F:68])([F:67])[C:37]1[CH:38]=[C:39]([CH:60]=[C:61]([C:63]([F:66])([F:65])[F:64])[CH:62]=1)[CH2:40][P+](C1C=CC=CC=1)(C1C=CC=CC=1)C1C=CC=CC=1.CC(C)([O-])C.[K+].Cl. Product: [F:35][C:36]([F:67])([F:68])[C:37]1[CH:38]=[C:39](/[CH:40]=[CH:8]\[C:7]2[CH:6]=[C:5]([CH:12]=[CH:11][CH:10]=2)[CH:4]=[O:13])[CH:60]=[C:61]([C:63]([F:64])([F:65])[F:66])[CH:62]=1. The catalyst class is: 34. (6) Reactant: [N+:1](/[CH:4]=[CH:5]/[C:6]1[C:14]2[CH:13]=[CH:12][CH:11]=[CH:10][C:9]=2[N:8]2[CH2:15][CH2:16][N:17](C(OC(C)(C)C)=O)[CH2:18][CH2:19][C:7]=12)([O-:3])=[O:2].Cl. Product: [N+:1](/[CH:4]=[CH:5]/[C:6]1[C:14]2[CH:13]=[CH:12][CH:11]=[CH:10][C:9]=2[N:8]2[CH2:15][CH2:16][NH:17][CH2:18][CH2:19][C:7]=12)([O-:3])=[O:2]. The catalyst class is: 5. (7) The catalyst class is: 7. Reactant: [Cl:1][C:2]1[C:3](=[O:33])[N:4]([CH2:19][C:20]([C:22]2[CH:27]=[CH:26][C:25]([N:28]([CH2:31][CH3:32])[CH2:29][CH3:30])=[CH:24][CH:23]=2)=[O:21])[N:5]=[CH:6][C:7]=1[NH:8][C@@H:9]1[CH2:14][C@@H:13]2[CH2:15][C@@H:11]([C:12]2([CH3:17])[CH3:16])[C@H:10]1[CH3:18].[H-].[Al+3].[Li+].[H-].[H-].[H-].[OH-].[Na+]. Product: [Cl:1][C:2]1[C:3](=[O:33])[N:4]([CH2:19][CH:20]([C:22]2[CH:27]=[CH:26][C:25]([N:28]([CH2:31][CH3:32])[CH2:29][CH3:30])=[CH:24][CH:23]=2)[OH:21])[N:5]=[CH:6][C:7]=1[NH:8][C@@H:9]1[CH2:14][C@@H:13]2[CH2:15][C@@H:11]([C:12]2([CH3:16])[CH3:17])[C@H:10]1[CH3:18].